Task: Predict the reaction yield, written as a fraction of the theoretical maximum amount of product (1.0 means a 100% yield; for example, 0.34 means a 34% yield).. Dataset: Reaction yield outcomes from USPTO patents with 853,638 reactions The reactants are F[P-](F)(F)(F)(F)F.N1(OC(N(C)C)=[N+](C)C)C2N=CC=CC=2N=N1.Cl.[OH:26][C@H:27]1[CH2:31][NH:30][C@H:29]([C:32]([O:34][CH3:35])=[O:33])[CH2:28]1.[C:36]([O:40][C:41]([NH:43][CH:44]([C@H:48]([CH3:56])[CH2:49][CH:50]([CH3:55])[CH2:51][CH2:52][CH:53]=[CH2:54])[C:45](O)=[O:46])=[O:42])([CH3:39])([CH3:38])[CH3:37].CCN(CC)CC. The catalyst is C(Cl)Cl. The product is [C:36]([O:40][C:41]([NH:43][C@@H:44]([C@H:48]([CH3:56])[CH2:49][CH:50]([CH3:55])[CH2:51][CH2:52][CH:53]=[CH2:54])[C:45]([N:30]1[CH2:31][C@H:27]([OH:26])[CH2:28][C@H:29]1[C:32]([O:34][CH3:35])=[O:33])=[O:46])=[O:42])([CH3:39])([CH3:38])[CH3:37]. The yield is 0.300.